Predict the product of the given reaction. From a dataset of Forward reaction prediction with 1.9M reactions from USPTO patents (1976-2016). (1) Given the reactants [F:1][C:2]1[CH:7]=[CH:6][C:5]([CH:8]2[C:16]3[C:11](=[CH:12][C:13]([C:17]([NH2:19])=O)=[CH:14][CH:15]=3)[C:10](=[O:20])[O:9]2)=[CH:4][CH:3]=1, predict the reaction product. The product is: [F:1][C:2]1[CH:3]=[CH:4][C:5]([CH:8]2[C:16]3[C:11](=[CH:12][C:13]([C:17]#[N:19])=[CH:14][CH:15]=3)[C:10](=[O:20])[O:9]2)=[CH:6][CH:7]=1. (2) Given the reactants Cl[C:2]1[C:11]2=[N:12][N:13](CC3C=CC(OC)=CC=3)[CH:14]=[C:10]2[C:9]2[CH:8]=[C:7]([C:24]#[N:25])[CH:6]=[CH:5][C:4]=2[N:3]=1.[O:26]1[CH2:31][CH2:30][N:29]([C:32]2[CH:38]=[CH:37][C:35]([NH2:36])=[CH:34][CH:33]=2)[CH2:28][CH2:27]1.Cl, predict the reaction product. The product is: [N:29]1([C:32]2[CH:33]=[CH:34][C:35]([NH:36][C:2]3[C:11]4=[N:12][NH:13][CH:14]=[C:10]4[C:9]4[CH:8]=[C:7]([C:24]#[N:25])[CH:6]=[CH:5][C:4]=4[N:3]=3)=[CH:37][CH:38]=2)[CH2:28][CH2:27][O:26][CH2:31][CH2:30]1.